From a dataset of Full USPTO retrosynthesis dataset with 1.9M reactions from patents (1976-2016). Predict the reactants needed to synthesize the given product. (1) Given the product [CH:1]1([NH:4][CH:20]2[CH2:25][CH2:24][N:23]([C:26]([O:28][CH2:29][C:30]3[CH:31]=[CH:32][CH:33]=[CH:34][CH:35]=3)=[O:27])[CH2:22][CH2:21]2)[CH2:3][CH2:2]1, predict the reactants needed to synthesize it. The reactants are: [CH:1]1([NH2:4])[CH2:3][CH2:2]1.C(O[BH-](OC(=O)C)OC(=O)C)(=O)C.[Na+].O=[C:20]1[CH2:25][CH2:24][N:23]([C:26]([O:28][CH2:29][C:30]2[CH:35]=[CH:34][CH:33]=[CH:32][CH:31]=2)=[O:27])[CH2:22][CH2:21]1. (2) The reactants are: [CH2:1]([O:3][C:4](=[O:28])[C:5]1[CH:10]=[C:9](Br)[CH:8]=[C:7]([N:12]([CH2:20][C:21]2[CH:26]=[CH:25][CH:24]=[CH:23][CH:22]=2)[CH2:13][C:14]2[CH:19]=[CH:18][CH:17]=[CH:16][CH:15]=2)[C:6]=1[F:27])[CH3:2].C1(P(C2C=CC=CC=2)CCCCP(C2C=CC=CC=2)C2C=CC=CC=2)C=CC=CC=1.C(N(CC)CC)C.[OH2:66].[C]=O.[C:69]([OH:73])(C)(C)C. Given the product [CH2:1]([O:3][C:4](=[O:28])[C:5]1[CH:10]=[C:9]([CH:8]=[C:7]([N:12]([CH2:20][C:21]2[CH:26]=[CH:25][CH:24]=[CH:23][CH:22]=2)[CH2:13][C:14]2[CH:19]=[CH:18][CH:17]=[CH:16][CH:15]=2)[C:6]=1[F:27])[C:69]([OH:73])=[O:66])[CH3:2], predict the reactants needed to synthesize it. (3) Given the product [CH3:32][N:33]([CH3:34])/[C:22](/[C:23]1[CH:24]=[CH:25][CH:20]=[CH:18][C:17]=1[O:16][CH2:15][C:12]1[CH:11]=[CH:10][C:9]([O:8][CH3:7])=[CH:14][CH:13]=1)=[CH:21]\[CH:1]=[C:27]([C:26]#[N:30])[C:28]#[N:29], predict the reactants needed to synthesize it. The reactants are: [C:1](Cl)(=O)C(Cl)=O.[CH3:7][O:8][C:9]1[CH:14]=[CH:13][C:12]([CH2:15][O:16][CH2:17][C:18]([C:20]2[CH:25]=[CH:24][CH:23]=[CH:22][CH:21]=2)=O)=[CH:11][CH:10]=1.[C:26](#[N:30])[CH2:27][C:28]#[N:29].C[CH2:32][N:33](CC)[CH2:34]C. (4) Given the product [C:21]([O:1][C:2]1[CH:11]=[C:10]2[C:5]([C:6](=[O:20])[C:7]([C:12]3[CH:17]=[CH:16][C:15]([O:18][CH3:19])=[CH:14][CH:13]=3)=[CH:8][O:9]2)=[CH:4][CH:3]=1)(=[O:23])[CH3:22], predict the reactants needed to synthesize it. The reactants are: [OH:1][C:2]1[CH:11]=[C:10]2[C:5]([C:6](=[O:20])[CH:7]([C:12]3[CH:17]=[CH:16][C:15]([O:18][CH3:19])=[CH:14][CH:13]=3)[CH2:8][O:9]2)=[CH:4][CH:3]=1.[C:21](OC(=O)C)(=[O:23])[CH3:22].N1C=CC=CC=1. (5) Given the product [CH3:19][O:20][C:21](=[O:32])[C:22]1[CH:23]=[CH:24][C:25]([S:28]([N:12]2[C:13]3[C:18](=[CH:17][CH:16]=[CH:15][CH:14]=3)[C:10]([CH:7]([CH3:9])[CH3:8])=[CH:11]2)(=[O:29])=[O:30])=[CH:26][CH:27]=1, predict the reactants needed to synthesize it. The reactants are: CC(C)([O-])C.[K+].[CH:7]([C:10]1[C:18]2[C:13](=[CH:14][CH:15]=[CH:16][CH:17]=2)[NH:12][CH:11]=1)([CH3:9])[CH3:8].[CH3:19][O:20][C:21](=[O:32])[C:22]1[CH:27]=[CH:26][C:25]([S:28](Cl)(=[O:30])=[O:29])=[CH:24][CH:23]=1.C(OC(C)=O)C.O. (6) Given the product [CH:39]1[CH:38]=[CH:37][C:36]([CH2:35][CH:20]([C:21]([NH:23][C:24]2[CH:25]=[CH:26][C:27](/[CH:30]=[CH:31]/[C:32]([NH:48][OH:47])=[O:33])=[CH:28][CH:29]=2)=[O:22])[C:14]2[CH:15]=[CH:16][CH:17]=[CH:18][CH:19]=2)=[CH:41][CH:40]=1, predict the reactants needed to synthesize it. The reactants are: ClC(OCC)=O.C(N(CC)CC)C.[C:14]1([CH:20]([CH2:35][C:36]2[CH:41]=[CH:40][CH:39]=[CH:38][CH:37]=2)[C:21]([NH:23][C:24]2[CH:29]=[CH:28][C:27]([CH:30]=[CH:31][C:32](O)=[O:33])=[CH:26][CH:25]=2)=[O:22])[CH:19]=[CH:18][CH:17]=[CH:16][CH:15]=1.COC([O:47][NH2:48])(C)C.